Predict the reactants needed to synthesize the given product. From a dataset of Full USPTO retrosynthesis dataset with 1.9M reactions from patents (1976-2016). (1) Given the product [Cl:1][C:2]1[C:11]2[C:6](=[CH:7][C:8]([F:13])=[CH:9][C:10]=2[F:12])[N:5]=[C:4]([C:14]2[CH:19]=[CH:18][CH:17]=[CH:16][C:15]=2[S:20]([CH3:21])(=[O:31])=[O:29])[C:3]=1[CH3:22], predict the reactants needed to synthesize it. The reactants are: [Cl:1][C:2]1[C:11]2[C:6](=[CH:7][C:8]([F:13])=[CH:9][C:10]=2[F:12])[N:5]=[C:4]([C:14]2[CH:19]=[CH:18][CH:17]=[CH:16][C:15]=2[S:20][CH3:21])[C:3]=1[CH3:22].OOS([O-])=O.[K+].[O-2:29].[Al+3].[O-2:31].[O-2].[Al+3]. (2) Given the product [CH2:1]([O:8][C@H:9]1[C@H:14]([O:15][CH2:16][C:17]2[CH:18]=[CH:19][CH:20]=[CH:21][CH:22]=2)[C@@H:13]([O:23][CH2:24][C:25]2[CH:26]=[CH:27][CH:28]=[CH:29][CH:30]=2)[C@@:12]([C:33]2[CH:38]=[CH:37][C:36]([Cl:39])=[C:35]([CH2:40][C:41]3[CH:42]=[CH:43][C:44]([O:47][CH2:48][C:49]([F:52])([F:51])[F:50])=[CH:45][CH:46]=3)[CH:34]=2)([O:31][CH3:32])[O:11][C:10]1([CH2:55][OH:56])[CH2:53][OH:54])[C:2]1[CH:3]=[CH:4][CH:5]=[CH:6][CH:7]=1, predict the reactants needed to synthesize it. The reactants are: [CH2:1]([O:8][C@H:9]1[C@H:14]([O:15][CH2:16][C:17]2[CH:22]=[CH:21][CH:20]=[CH:19][CH:18]=2)[C@@H:13]([O:23][CH2:24][C:25]2[CH:30]=[CH:29][CH:28]=[CH:27][CH:26]=2)[C@@:12]([C:33]2[CH:38]=[CH:37][C:36]([Cl:39])=[C:35]([CH2:40][C:41]3[CH:46]=[CH:45][C:44]([O:47][CH2:48][C:49]([F:52])([F:51])[F:50])=[CH:43][CH:42]=3)[CH:34]=2)([O:31][CH3:32])[O:11][C@:10]1([CH2:55][OH:56])[CH:53]=[O:54])[C:2]1[CH:7]=[CH:6][CH:5]=[CH:4][CH:3]=1.[BH4-].[Na+]. (3) Given the product [C:26]([O:25][C:23]([NH:22][NH:21][C:20]([C:19]([CH3:32])([CH3:31])[C:16]1[CH:17]=[CH:18][C:13]([O:12][C:9]2[CH:8]=[CH:7][C:6]([CH2:5][CH2:4][C:3]([OH:33])=[O:2])=[CH:11][CH:10]=2)=[CH:14][CH:15]=1)=[O:30])=[O:24])([CH3:29])([CH3:27])[CH3:28], predict the reactants needed to synthesize it. The reactants are: C[O:2][C:3](=[O:33])[CH2:4][CH2:5][C:6]1[CH:11]=[CH:10][C:9]([O:12][C:13]2[CH:18]=[CH:17][C:16]([C:19]([CH3:32])([CH3:31])[C:20](=[O:30])[NH:21][NH:22][C:23]([O:25][C:26]([CH3:29])([CH3:28])[CH3:27])=[O:24])=[CH:15][CH:14]=2)=[CH:8][CH:7]=1.[OH-].[Li+]. (4) Given the product [C:23]([C:25]1[CH:26]=[C:27]([N:6]2[N:5]=[C:4]([C:7]3[CH:12]=[CH:11][C:10]([CH:13]=[CH:14][C:15]([O:17][C:18]([CH3:21])([CH3:20])[CH3:19])=[O:16])=[CH:9][C:8]=3[CH3:22])[S:3][CH2:2]2)[CH:28]=[CH:29][C:30]=1[F:31])#[N:24], predict the reactants needed to synthesize it. The reactants are: Br[C:2]1[S:3][C:4]([C:7]2[CH:12]=[CH:11][C:10]([CH:13]=[CH:14][C:15]([O:17][C:18]([CH3:21])([CH3:20])[CH3:19])=[O:16])=[CH:9][C:8]=2[CH3:22])=[N:5][N:6]=1.[C:23]([C:25]1[CH:26]=[C:27](B(O)O)[CH:28]=[CH:29][C:30]=1[F:31])#[N:24].C(=O)([O-])[O-].[Na+].[Na+]. (5) Given the product [F:30][C:24]1[CH:25]=[C:26]([OH:29])[CH:27]=[CH:28][C:23]=1[C:21]1[N:20]=[C:19]2[NH:31][N:32]=[C:33]([CH3:34])[C:18]2=[C:17]([CH2:16][N:11]2[C:10]([CH3:35])([CH3:36])[CH2:9][N:8]([CH2:7][C@H:5]([OH:6])[CH2:4][OH:3])[C:13]([CH3:15])([CH3:14])[CH2:12]2)[CH:22]=1, predict the reactants needed to synthesize it. The reactants are: CC1(C)[O:6][C@@H:5]([CH2:7][N:8]2[C:13]([CH3:15])([CH3:14])[CH2:12][N:11]([CH2:16][C:17]3[CH:22]=[C:21]([C:23]4[CH:28]=[CH:27][C:26]([OH:29])=[CH:25][C:24]=4[F:30])[N:20]=[C:19]4[NH:31][N:32]=[C:33]([CH3:34])[C:18]=34)[C:10]([CH3:36])([CH3:35])[CH2:9]2)[CH2:4][O:3]1.